From a dataset of NCI-60 drug combinations with 297,098 pairs across 59 cell lines. Regression. Given two drug SMILES strings and cell line genomic features, predict the synergy score measuring deviation from expected non-interaction effect. (1) Drug 1: C(=O)(N)NO. Drug 2: CC1=C(C(=O)C2=C(C1=O)N3CC4C(C3(C2COC(=O)N)OC)N4)N. Cell line: KM12. Synergy scores: CSS=42.1, Synergy_ZIP=-1.19, Synergy_Bliss=-0.219, Synergy_Loewe=-12.0, Synergy_HSA=4.19. (2) Drug 1: C1CCN(CC1)CCOC2=CC=C(C=C2)C(=O)C3=C(SC4=C3C=CC(=C4)O)C5=CC=C(C=C5)O. Drug 2: C1=CC=C(C(=C1)C(C2=CC=C(C=C2)Cl)C(Cl)Cl)Cl. Cell line: MDA-MB-231. Synergy scores: CSS=2.74, Synergy_ZIP=1.42, Synergy_Bliss=3.95, Synergy_Loewe=1.56, Synergy_HSA=0.310. (3) Drug 1: CCCS(=O)(=O)NC1=C(C(=C(C=C1)F)C(=O)C2=CNC3=C2C=C(C=N3)C4=CC=C(C=C4)Cl)F. Drug 2: CC1=CC=C(C=C1)C2=CC(=NN2C3=CC=C(C=C3)S(=O)(=O)N)C(F)(F)F. Cell line: A498. Synergy scores: CSS=4.35, Synergy_ZIP=-1.31, Synergy_Bliss=4.40, Synergy_Loewe=2.75, Synergy_HSA=3.73.